This data is from Catalyst prediction with 721,799 reactions and 888 catalyst types from USPTO. The task is: Predict which catalyst facilitates the given reaction. (1) The catalyst class is: 12. Reactant: [NH2:1][C:2]1[CH:7]=[CH:6][CH:5]=[C:4]([Cl:8])[N:3]=1.[H-].[Na+].Cl[C:12]1[S:13][C:14]([C:17]2[CH:18]=[CH:19][C:20]([C:23]#N)=[N:21][CH:22]=2)=[CH:15][N:16]=1. Product: [Cl:8][C:4]1[N:3]=[C:2]([NH:1][C:12]2[S:13][C:14]([C:17]3[CH:22]=[N:21][C:20]([CH3:23])=[CH:19][CH:18]=3)=[CH:15][N:16]=2)[CH:7]=[CH:6][CH:5]=1. (2) The catalyst class is: 1. Reactant: [H-].[Na+].[OH:3][CH2:4][C:5]1[CH:12]=[CH:11][C:8]([CH:9]=[O:10])=[CH:7][CH:6]=1.I[CH3:14].O. Product: [CH3:14][O:10][CH2:9][C:8]1[CH:11]=[CH:12][C:5]([CH:4]=[O:3])=[CH:6][CH:7]=1. (3) Reactant: [CH2:1]([N:4]1[C:13](=[O:14])[C:8]2([CH2:12][CH2:11][CH2:10][CH2:9]2)[N:7]([C:15]([O:17][C:18]([CH3:21])([CH3:20])[CH3:19])=[O:16])[CH2:6][C@:5]1([C:23]1[CH:28]=[C:27]([F:29])[CH:26]=[C:25]([F:30])[CH:24]=1)[CH3:22])[CH:2]=[CH2:3].Br[C:32]1[CH:33]=[C:34]2[C:55](=[CH:56][CH:57]=1)[CH2:54][C:36]1([C:44]3[C:39](=[N:40][CH:41]=[CH:42][CH:43]=3)[N:38]([CH2:45][O:46][CH2:47][CH2:48][Si:49]([CH3:52])([CH3:51])[CH3:50])[C:37]1=[O:53])[CH2:35]2.C([O-])(=O)C.[Na+]. Product: [F:29][C:27]1[CH:28]=[C:23]([C@@:5]2([CH3:22])[N:4]([CH2:1]/[CH:2]=[CH:3]/[C:57]3[CH:56]=[C:55]4[C:34](=[CH:33][CH:32]=3)[CH2:35][C:36]3([C:44]5[C:39](=[N:40][CH:41]=[CH:42][CH:43]=5)[N:38]([CH2:45][O:46][CH2:47][CH2:48][Si:49]([CH3:52])([CH3:50])[CH3:51])[C:37]3=[O:53])[CH2:54]4)[C:13](=[O:14])[C:8]3([CH2:12][CH2:11][CH2:10][CH2:9]3)[N:7]([C:15]([O:17][C:18]([CH3:21])([CH3:19])[CH3:20])=[O:16])[CH2:6]2)[CH:24]=[C:25]([F:30])[CH:26]=1. The catalyst class is: 274. (4) Reactant: [C:1]([O:5][C:6]([N:8]1[CH2:13][CH2:12][N:11]([CH2:14][C:15]2[CH:20]=[C:19]([O:21]S(C)(=O)=O)[CH:18]=[CH:17][C:16]=2[F:26])[C:10](=[O:27])[CH2:9]1)=[O:7])([CH3:4])([CH3:3])[CH3:2].CC(C)([O-])C.[K+]. Product: [C:1]([O:5][C:6]([N:8]1[CH2:13][CH2:12][N:11]([CH2:14][C:15]2[CH:20]=[C:19]([OH:21])[CH:18]=[CH:17][C:16]=2[F:26])[C:10](=[O:27])[CH2:9]1)=[O:7])([CH3:4])([CH3:2])[CH3:3]. The catalyst class is: 40. (5) Reactant: [Mg].Br[CH2:3][CH2:4][CH2:5][C:6]([F:9])([F:8])[F:7].[Br:10][C:11]1[CH:18]=[CH:17][C:14]([CH:15]=[O:16])=[CH:13][CH:12]=1. Product: [Br:10][C:11]1[CH:18]=[CH:17][C:14]([CH:15]([OH:16])[CH2:3][CH2:4][CH2:5][C:6]([F:9])([F:8])[F:7])=[CH:13][CH:12]=1. The catalyst class is: 1.